From a dataset of Forward reaction prediction with 1.9M reactions from USPTO patents (1976-2016). Predict the product of the given reaction. (1) Given the reactants [Li+].[OH-].[NH2:3][C:4]1[N:5]=[CH:6][C:7]([C:21]2[CH:30]=[CH:29][C:24]([C:25]([O:27]C)=O)=[CH:23][C:22]=2[CH:31]([F:33])[F:32])=[N:8][C:9]=1[C:10]1[O:11][C:12]([C:15]2[CH:20]=[CH:19][CH:18]=[CH:17][CH:16]=2)=[N:13][N:14]=1.[CH3:34][N:35](C(ON1N=NC2C=CC=CC1=2)=[N+](C)C)[CH3:36].[B-](F)(F)(F)F.CCN(C(C)C)C(C)C.CNC, predict the reaction product. The product is: [NH2:3][C:4]1[N:5]=[CH:6][C:7]([C:21]2[CH:30]=[CH:29][C:24]([C:25]([N:35]([CH3:36])[CH3:34])=[O:27])=[CH:23][C:22]=2[CH:31]([F:32])[F:33])=[N:8][C:9]=1[C:10]1[O:11][C:12]([C:15]2[CH:20]=[CH:19][CH:18]=[CH:17][CH:16]=2)=[N:13][N:14]=1. (2) Given the reactants [O:1]=[C:2]1[N:7]([C:8]2[CH:13]=[CH:12][CH:11]=[C:10]([C:14]([F:17])([F:16])[F:15])[CH:9]=2)[C:6]2[CH2:18][CH2:19][C:20](=[O:21])[C:5]=2[CH:4]([C:22]2[CH:29]=[CH:28][C:25]([C:26]#[N:27])=[CH:24][CH:23]=2)[NH:3]1.[H-].[Na+].[CH3:32]I.O, predict the reaction product. The product is: [CH3:32][N:3]1[CH:4]([C:22]2[CH:23]=[CH:24][C:25]([C:26]#[N:27])=[CH:28][CH:29]=2)[C:5]2[C:20](=[O:21])[CH2:19][CH2:18][C:6]=2[N:7]([C:8]2[CH:13]=[CH:12][CH:11]=[C:10]([C:14]([F:15])([F:16])[F:17])[CH:9]=2)[C:2]1=[O:1]. (3) The product is: [Cl:1][C:2]1[N:7]=[CH:6][C:5]([N:8]2[CH2:9][CH2:10][N:11]([CH2:14][C:15]([CH3:17])([OH:18])[CH3:16])[CH2:12][CH2:13]2)=[CH:4][CH:3]=1. Given the reactants [Cl:1][C:2]1[N:7]=[CH:6][C:5]([N:8]2[CH2:13][CH2:12][NH:11][CH2:10][CH2:9]2)=[CH:4][CH:3]=1.[CH3:14][C:15]1([O:18][CH2:17]1)[CH3:16], predict the reaction product.